This data is from Full USPTO retrosynthesis dataset with 1.9M reactions from patents (1976-2016). The task is: Predict the reactants needed to synthesize the given product. Given the product [CH3:16][S:13]([C:10]1[CH:11]=[CH:12][C:6]2[CH2:5][O:4][CH:3]([CH2:2][NH:19][CH2:17][CH3:18])[O:8][C:7]=2[CH:9]=1)(=[O:15])=[O:14], predict the reactants needed to synthesize it. The reactants are: Br[CH2:2][CH:3]1[O:8][C:7]2[CH:9]=[C:10]([S:13]([CH3:16])(=[O:15])=[O:14])[CH:11]=[CH:12][C:6]=2[CH2:5][O:4]1.[CH2:17]([NH2:19])[CH3:18].